From a dataset of Full USPTO retrosynthesis dataset with 1.9M reactions from patents (1976-2016). Predict the reactants needed to synthesize the given product. (1) Given the product [N+:1]([C:4]1[CH:5]=[C:6]2[C:10](=[CH:11][CH:12]=1)[N:9]([CH2:13][C:14]([OH:16])=[O:15])[CH:8]=[CH:7]2)([O-:3])=[O:2], predict the reactants needed to synthesize it. The reactants are: [N+:1]([C:4]1[CH:5]=[C:6]2[C:10](=[CH:11][CH:12]=1)[N:9]([CH2:13][C:14]([O:16]C)=[O:15])[CH:8]=[CH:7]2)([O-:3])=[O:2].[OH-].[K+]. (2) Given the product [ClH:30].[CH3:29][N:2]([CH3:1])[C:3]1([C:23]2[CH:24]=[CH:25][CH:26]=[CH:27][CH:28]=2)[CH2:8][CH2:7][C:6](=[CH:9][C:10]([NH:12][CH2:13][CH2:14][CH2:15][CH2:16][C:17]2[CH:18]=[CH:19][CH:20]=[CH:21][CH:22]=2)=[O:11])[CH2:5][CH2:4]1, predict the reactants needed to synthesize it. The reactants are: [CH3:1][N:2]([CH3:29])[C:3]1([C:23]2[CH:28]=[CH:27][CH:26]=[CH:25][CH:24]=2)[CH2:8][CH2:7][C:6](=[CH:9][C:10]([NH:12][CH2:13][CH2:14][CH2:15][CH2:16][C:17]2[CH:22]=[CH:21][CH:20]=[CH:19][CH:18]=2)=[O:11])[CH2:5][CH2:4]1.[Cl:30][Si](C)(C)C. (3) The reactants are: [CH3:1][N:2]([CH3:13])[N:3]1[CH2:8][CH2:7][C:6]([NH:11][OH:12])([C:9]#[N:10])[CH2:5][CH2:4]1.C(=O)(O)[O-].[Na+].[CH3:19][C:20]1[CH:25]=[C:24]([CH3:26])[CH:23]=[C:22]([CH3:27])[C:21]=1[CH2:28][C:29](Cl)=[O:30].O. Given the product [C:9]([C:6]1([N:11]([OH:12])[C:29](=[O:30])[CH2:28][C:21]2[C:20]([CH3:19])=[CH:25][C:24]([CH3:26])=[CH:23][C:22]=2[CH3:27])[CH2:7][CH2:8][N:3]([N:2]([CH3:13])[CH3:1])[CH2:4][CH2:5]1)#[N:10], predict the reactants needed to synthesize it. (4) Given the product [OH:7][C:8]1[C:16]([CH:8]([CH3:16])[CH3:9])=[CH:15][C:11]([C:12]([OH:14])=[O:13])=[CH:10][C:9]=1[CH:11]([CH3:12])[CH3:10], predict the reactants needed to synthesize it. The reactants are: S(=O)(=O)(O)O.O.[OH:7][C:8]1[CH:16]=[CH:15][C:11]([C:12]([OH:14])=[O:13])=[CH:10][CH:9]=1.Cl.